This data is from NCI-60 drug combinations with 297,098 pairs across 59 cell lines. The task is: Regression. Given two drug SMILES strings and cell line genomic features, predict the synergy score measuring deviation from expected non-interaction effect. Drug 1: CN1C(=O)N2C=NC(=C2N=N1)C(=O)N. Drug 2: CN(C(=O)NC(C=O)C(C(C(CO)O)O)O)N=O. Cell line: HL-60(TB). Synergy scores: CSS=17.4, Synergy_ZIP=-2.67, Synergy_Bliss=-4.08, Synergy_Loewe=3.66, Synergy_HSA=-1.64.